This data is from Full USPTO retrosynthesis dataset with 1.9M reactions from patents (1976-2016). The task is: Predict the reactants needed to synthesize the given product. (1) Given the product [Cl:49][C:4]1[CH:5]=[CH:6][C:1]([N:7]2[C:12](=[O:13])[C:11]3[S:14][CH:15]=[C:16]([C:17]4[CH:18]=[CH:19][CH:20]=[CH:21][CH:22]=4)[C:10]=3[N:9]=[CH:8]2)=[CH:2][CH:3]=1, predict the reactants needed to synthesize it. The reactants are: [C:1]1([N:7]2[C:12](=[O:13])[C:11]3[S:14][CH:15]=[C:16]([C:17]4[CH:22]=[CH:21][CH:20]=[CH:19][CH:18]=4)[C:10]=3[N:9]=[CH:8]2)[CH:6]=[CH:5][CH:4]=[CH:3][CH:2]=1.NC1C(C2C=CC=CC=2)=CSC=1C(OC)=O.C(OCC)(OCC)OCC.[Cl:49]C1C=CC(N)=CC=1. (2) Given the product [C:1]([C@H:4]1[C@@H:9]([NH2:10])[CH2:8][CH2:7][C@@H:6]([NH:21][C:22](=[O:28])[O:23][C:24]([CH3:27])([CH3:26])[CH3:25])[CH2:5]1)(=[O:3])[CH3:2], predict the reactants needed to synthesize it. The reactants are: [C:1]([C@H:4]1[C@@H:9]([NH:10]C(OCC2C=CC=CC=2)=O)[CH2:8][CH2:7][C@@H:6]([NH:21][C:22](=[O:28])[O:23][C:24]([CH3:27])([CH3:26])[CH3:25])[CH2:5]1)(=[O:3])[CH3:2]. (3) Given the product [Si:1]([O:8][CH2:9][C:10]1[CH:16]=[C:15]([O:17][CH3:18])[CH:14]=[CH:13][C:11]=1[NH:12][C:22](=[O:23])[CH2:21][C:20]([F:26])([F:25])[F:19])([C:4]([CH3:7])([CH3:6])[CH3:5])([CH3:2])[CH3:3], predict the reactants needed to synthesize it. The reactants are: [Si:1]([O:8][CH2:9][C:10]1[CH:16]=[C:15]([O:17][CH3:18])[CH:14]=[CH:13][C:11]=1[NH2:12])([C:4]([CH3:7])([CH3:6])[CH3:5])([CH3:3])[CH3:2].[F:19][C:20]([F:26])([F:25])[CH2:21][C:22](O)=[O:23].CCN=C=NCCCN(C)C.C1C=CC2N(O)N=NC=2C=1.CN1CCOCC1. (4) The reactants are: [CH3:1][C:2]1[C:7]([C:8]([OH:10])=O)=[CH:6][N:5]=[C:4]([C:11]2[CH:16]=[CH:15][CH:14]=[CH:13][N:12]=2)[N:3]=1.CN(C(SC1[N+]([O-])=CC=CC=1)=[N+](C)C)C.F[P-](F)(F)(F)(F)F.CCN(C(C)C)C(C)C.[F:48][C:49]1[CH:50]=[C:51]2[C:55](=[CH:56][CH:57]=1)[N:54]([NH2:58])[CH:53]=[C:52]2[CH3:59]. Given the product [F:48][C:49]1[CH:50]=[C:51]2[C:55](=[CH:56][CH:57]=1)[N:54]([NH:58][C:8]([C:7]1[C:2]([CH3:1])=[N:3][C:4]([C:11]3[CH:16]=[CH:15][CH:14]=[CH:13][N:12]=3)=[N:5][CH:6]=1)=[O:10])[CH:53]=[C:52]2[CH3:59], predict the reactants needed to synthesize it. (5) Given the product [NH2:1][C:2]1[N:7]=[CH:6][N:5]=[C:4]2[N:8]([CH2:25][C@H:26]3[CH2:30][CH2:29][CH2:28][N:27]3[C:31](=[O:35])[C:32]([C:33]#[N:34])=[CH:45][C:47]3([NH:50][C:51](=[O:57])[O:52][C:53]([CH3:56])([CH3:55])[CH3:54])[CH2:48][CH2:49]3)[N:9]=[C:10]([C:11]3[CH:16]=[CH:15][C:14]([O:17][C:18]4[CH:19]=[CH:20][CH:21]=[CH:22][CH:23]=4)=[CH:13][C:12]=3[F:24])[C:3]=12, predict the reactants needed to synthesize it. The reactants are: [NH2:1][C:2]1[N:7]=[CH:6][N:5]=[C:4]2[N:8]([CH2:25][C@H:26]3[CH2:30][CH2:29][CH2:28][N:27]3[C:31](=[O:35])[CH2:32][C:33]#[N:34])[N:9]=[C:10]([C:11]3[CH:16]=[CH:15][C:14]([O:17][C:18]4[CH:23]=[CH:22][CH:21]=[CH:20][CH:19]=4)=[CH:13][C:12]=3[F:24])[C:3]=12.C(Cl)Cl.N1CCCCC1.[CH:45]([C:47]1([NH:50][C:51](=[O:57])[O:52][C:53]([CH3:56])([CH3:55])[CH3:54])[CH2:49][CH2:48]1)=O.